Predict the reactants needed to synthesize the given product. From a dataset of Full USPTO retrosynthesis dataset with 1.9M reactions from patents (1976-2016). (1) Given the product [ClH:10].[NH2:11][C@H:12]([C:14]([O:9][CH:1]1[CH2:8][CH2:7][CH2:6][CH2:5][CH2:4][CH2:3][CH2:2]1)=[O:15])[CH3:13], predict the reactants needed to synthesize it. The reactants are: [CH:1]1([OH:9])[CH2:8][CH2:7][CH2:6][CH2:5][CH2:4][CH2:3][CH2:2]1.[ClH:10].[NH2:11][C@H:12]([C:14](OCC(CCC)CCC)=[O:15])[CH3:13]. (2) Given the product [CH3:34][O:33][C:30]1[CH:31]=[CH:32][C:27]([N:7]2[C:8]3[C:13](=[CH:12][C:11]([C:15]4[CH:16]=[CH:17][C:18]([O:21][C:22]([F:23])([F:25])[F:24])=[CH:19][CH:20]=4)=[CH:10][CH:9]=3)[CH:14]=[C:6]2[C:4]([OH:3])=[O:5])=[CH:28][CH:29]=1, predict the reactants needed to synthesize it. The reactants are: C([O:3][C:4]([C:6]1[NH:7][C:8]2[C:13]([CH:14]=1)=[CH:12][C:11]([C:15]1[CH:20]=[CH:19][C:18]([O:21][C:22]([F:25])([F:24])[F:23])=[CH:17][CH:16]=1)=[CH:10][CH:9]=2)=[O:5])C.Br[C:27]1[CH:32]=[CH:31][C:30]([O:33][CH3:34])=[CH:29][CH:28]=1.